Dataset: HIV replication inhibition screening data with 41,000+ compounds from the AIDS Antiviral Screen. Task: Binary Classification. Given a drug SMILES string, predict its activity (active/inactive) in a high-throughput screening assay against a specified biological target. (1) The molecule is CCCC(=O)OCC1=CCC2c3c(c4ccccc4n3C)CC1N2Cc1ccccc1. The result is 0 (inactive). (2) The compound is Cc1ccc(S(=O)(=O)NN=C2CC3CCC4CC2CC34)cc1. The result is 0 (inactive). (3) The drug is COC(=O)C(CC12CC3CC(CC(C3)C1)C2)NC(=O)C(N)CC(=O)O. The result is 0 (inactive). (4) The drug is O=C(CC1(O)C(=O)Nc2ccccc21)c1ccc(Cl)cc1. The result is 0 (inactive). (5) The compound is CN(C)CCCNCc1cc(N(C)C)cc(CNCCCN(C)C)n1. The result is 0 (inactive). (6) The molecule is CCOC(=O)CCC(NC(=O)c1ccc(Oc2nc3ccccc3nc2-c2ccccc2)cc1)C(=O)OCC. The result is 0 (inactive).